From a dataset of Full USPTO retrosynthesis dataset with 1.9M reactions from patents (1976-2016). Predict the reactants needed to synthesize the given product. (1) Given the product [F:1][C:2]1[CH:7]=[CH:6][C:5]([C@@H:8]2[O:25][C:12]3([CH2:13][CH2:14][N:15]([C:18]([O:20][C:21]([CH3:22])([CH3:23])[CH3:24])=[O:19])[CH2:16][CH2:17]3)[CH2:11][C@@H:10]([OH:26])[CH2:9]2)=[CH:4][CH:3]=1, predict the reactants needed to synthesize it. The reactants are: [F:1][C:2]1[CH:7]=[CH:6][C:5]([CH:8]2[O:25][C:12]3([CH2:17][CH2:16][N:15]([C:18]([O:20][C:21]([CH3:24])([CH3:23])[CH3:22])=[O:19])[CH2:14][CH2:13]3)[CH2:11][C:10](=[O:26])[CH2:9]2)=[CH:4][CH:3]=1.[Cl-].[Cl-].[Cl-].[Ce+3].[BH4-].[Na+].[Cl-].[NH4+]. (2) The reactants are: [I-].[Na+].I.[CH2:4]([N:11]1[CH2:20][CH2:19][C:18]2[C:17](Cl)=[N:16][C:15]([CH2:22][O:23][CH3:24])=[N:14][C:13]=2[CH2:12]1)[C:5]1[CH:10]=[CH:9][CH:8]=[CH:7][CH:6]=1.[NH2:25][C:26]1[CH:31]=[CH:30][C:29]([C:32]([F:35])([F:34])[F:33])=[CH:28][CH:27]=1. Given the product [CH2:4]([N:11]1[CH2:20][CH2:19][C:18]2[C:17]([NH:25][C:26]3[CH:31]=[CH:30][C:29]([C:32]([F:33])([F:34])[F:35])=[CH:28][CH:27]=3)=[N:16][C:15]([CH2:22][O:23][CH3:24])=[N:14][C:13]=2[CH2:12]1)[C:5]1[CH:10]=[CH:9][CH:8]=[CH:7][CH:6]=1, predict the reactants needed to synthesize it. (3) Given the product [CH3:1][C:2]1[N:6]=[C:5]([C:7]2[CH:12]=[CH:11][C:10]([NH2:13])=[CH:9][CH:8]=2)[S:4][N:3]=1, predict the reactants needed to synthesize it. The reactants are: [CH3:1][C:2]1[N:6]=[C:5]([C:7]2[CH:12]=[CH:11][C:10]([N+:13]([O-])=O)=[CH:9][CH:8]=2)[S:4][N:3]=1.[Sn](Cl)Cl.C(=O)([O-])O.[Na+]. (4) Given the product [Br:34][CH2:26][C:17]1[C:16]([O:15][Si:8]([C:11]([CH3:14])([CH3:13])[CH3:12])([CH3:9])[CH3:10])=[CH:25][CH:24]=[CH:23][C:18]=1[C:19]([O:21][CH3:22])=[O:20], predict the reactants needed to synthesize it. The reactants are: C(OC(C)C)(=O)C.[Si:8]([O:15][C:16]1[C:17]([CH3:26])=[C:18]([CH:23]=[CH:24][CH:25]=1)[C:19]([O:21][CH3:22])=[O:20])([C:11]([CH3:14])([CH3:13])[CH3:12])([CH3:10])[CH3:9].C1(O)C=CC=CC=1.[Br:34]N1C(=O)CCC1=O.N(C(C)(C)C#N)=NC(C)(C)C#N. (5) Given the product [CH2:18]([NH:20][C:21](=[O:38])[C:22]1[CH:27]=[CH:26][C:25]([CH3:28])=[C:24]([C:2]2[CH:10]=[C:9]3[C:5]([C:6]([C:11]4[CH:16]=[CH:15][C:14]([F:17])=[CH:13][CH:12]=4)=[N:7][NH:8]3)=[CH:4][CH:3]=2)[CH:23]=1)[CH3:19], predict the reactants needed to synthesize it. The reactants are: Br[C:2]1[CH:10]=[C:9]2[C:5]([C:6]([C:11]3[CH:16]=[CH:15][C:14]([F:17])=[CH:13][CH:12]=3)=[N:7][NH:8]2)=[CH:4][CH:3]=1.[CH2:18]([NH:20][C:21](=[O:38])[C:22]1[CH:27]=[CH:26][C:25]([CH3:28])=[C:24](B2OC(C)(C)C(C)(C)O2)[CH:23]=1)[CH3:19].C(=O)([O-])O.[Na+].O. (6) The reactants are: [C:12]([O:11][C:9](O[C:9]([O:11][C:12]([CH3:15])([CH3:14])[CH3:13])=[O:10])=[O:10])([CH3:15])([CH3:14])[CH3:13].[Cl:16][C:17]1[NH:21][C:20]2[CH:22]=[CH:23][C:24]([O:26][CH3:27])=[CH:25][C:19]=2[N:18]=1.CN(C1C=CC=CN=1)C. Given the product [Cl:16][C:17]1[N:21]([C:9]([O:11][C:12]([CH3:13])([CH3:14])[CH3:15])=[O:10])[C:20]2[CH:22]=[CH:23][C:24]([O:26][CH3:27])=[CH:25][C:19]=2[N:18]=1, predict the reactants needed to synthesize it. (7) Given the product [CH3:42][C:41]1[N:40]([C:43]2[CH:48]=[CH:47][C:46]([C:49]([F:50])([F:52])[F:51])=[CH:45][N:44]=2)[N:39]=[CH:38][C:37]=1[C:35]([NH:34][C:30]1[CH:29]=[N:28][C:27]([C:24]2[CH2:25][CH2:26][CH:21]([NH:17][CH3:16])[CH2:22][CH:23]=2)=[C:32]([CH3:33])[CH:31]=1)=[O:36], predict the reactants needed to synthesize it. The reactants are: FC(F)(F)C(O)=O.C(OC(=O)N)(C)(C)C.[CH3:16][N:17]([CH:21]1[CH2:26][CH2:25][C:24]([C:27]2[C:32]([CH3:33])=[CH:31][C:30]([NH:34][C:35]([C:37]3[CH:38]=[N:39][N:40]([C:43]4[CH:48]=[CH:47][C:46]([C:49]([F:52])([F:51])[F:50])=[CH:45][N:44]=4)[C:41]=3[CH3:42])=[O:36])=[CH:29][N:28]=2)=[CH:23][CH2:22]1)C(=O)O.[OH-].[Na+].